From a dataset of Reaction yield outcomes from USPTO patents with 853,638 reactions. Predict the reaction yield, written as a fraction of the theoretical maximum amount of product (1.0 means a 100% yield; for example, 0.34 means a 34% yield). (1) The reactants are [N+:1]([C:4]1[CH:13]=[CH:12][C:7]([O:8][CH2:9][CH2:10]O)=[CH:6][CH:5]=1)([O-:3])=[O:2].[CH3:14][N:15]1[CH2:20][CH2:19][NH:18][CH2:17][CH2:16]1.C(N1CC(N2CCC(C(OCC)=O)CC2)C1)(C1C=CC=CC=1)C1C=CC=CC=1. No catalyst specified. The product is [CH3:14][N:15]1[CH2:20][CH2:19][N:18]([CH2:10][CH2:9][O:8][C:7]2[CH:12]=[CH:13][C:4]([N+:1]([O-:3])=[O:2])=[CH:5][CH:6]=2)[CH2:17][CH2:16]1. The yield is 0.530. (2) The reactants are [NH2:1][C:2]1[C:3]([OH:13])=[C:4]([S:9]([NH2:12])(=[O:11])=[O:10])[C:5]([Cl:8])=[CH:6][CH:7]=1.N(C([C:19]1[C:20]([Cl:25])=[N:21][CH:22]=[CH:23][CH:24]=1)=O)=[N+]=[N-].C[N:27](C)[CH:28]=[O:29]. No catalyst specified. The product is [NH2:12][S:9]([C:4]1[C:3]([OH:13])=[C:2]([NH:1][C:28]([NH:27][C:19]2[C:20]([Cl:25])=[N:21][CH:22]=[CH:23][CH:24]=2)=[O:29])[CH:7]=[CH:6][C:5]=1[Cl:8])(=[O:11])=[O:10]. The yield is 0.180. (3) The reactants are [CH3:1][C:2]1[O:6][C:5]([C:7]2[CH:16]=[CH:15][C:10]([C:11]([O:13]C)=[O:12])=[CH:9][CH:8]=2)=[N:4][C:3]=1[CH2:17][O:18][C:19]1[CH:24]=[CH:23][C:22]([CH3:25])=[CH:21][CH:20]=1. The catalyst is Cl.O. The product is [CH3:1][C:2]1[O:6][C:5]([C:7]2[CH:8]=[CH:9][C:10]([C:11]([OH:13])=[O:12])=[CH:15][CH:16]=2)=[N:4][C:3]=1[CH2:17][O:18][C:19]1[CH:20]=[CH:21][C:22]([CH3:25])=[CH:23][CH:24]=1. The yield is 0.250. (4) The reactants are C([Li])CCC.[O:6]1[CH:10]=[CH:9][N:8]=[CH:7]1.[CH3:11][O:12][C:13](=[O:28])[C:14]1[CH:26]=[C:25](I)[CH:24]=[C:16]([C:17]([N:19]([CH3:23])[CH2:20][CH2:21][CH3:22])=[O:18])[CH:15]=1. The catalyst is C1COCC1.C(OCC)C.[Cl-].[Zn+2].[Cl-].C1C=CC(/C=C/C(/C=C/C2C=CC=CC=2)=O)=CC=1.C1C=CC(/C=C/C(/C=C/C2C=CC=CC=2)=O)=CC=1.C1C=CC(/C=C/C(/C=C/C2C=CC=CC=2)=O)=CC=1.[Pd].[Pd]. The product is [CH3:11][O:12][C:13](=[O:28])[C:14]1[CH:26]=[C:25]([C:7]2[O:6][CH:10]=[CH:9][N:8]=2)[CH:24]=[C:16]([C:17]([N:19]([CH3:23])[CH2:20][CH2:21][CH3:22])=[O:18])[CH:15]=1. The yield is 0.820. (5) The reactants are [Cl:1][C:2]1[CH:3]=[C:4]2[C:9](=[C:10]([Cl:12])[CH:11]=1)[CH2:8][N:7]([CH3:13])[CH2:6][CH:5]2[C:14]1[CH:15]=[C:16]([S:20](Cl)(=[O:22])=[O:21])[CH:17]=[CH:18][CH:19]=1.[CH2:24]([NH2:27])[CH2:25][NH2:26]. The catalyst is C(Cl)Cl.C(Cl)Cl.CN(C=O)C. The product is [NH2:26][CH2:25][CH2:24][NH:27][S:20]([C:16]1[CH:17]=[CH:18][CH:19]=[C:14]([CH:5]2[C:4]3[C:9](=[C:10]([Cl:12])[CH:11]=[C:2]([Cl:1])[CH:3]=3)[CH2:8][N:7]([CH3:13])[CH2:6]2)[CH:15]=1)(=[O:22])=[O:21]. The yield is 0.760. (6) The reactants are [NH2:1][CH2:2][CH2:3][CH2:4][CH2:5][CH2:6][CH2:7][O:8][C:9]1[CH:10]=[C:11]([CH:35]=[C:36]([O:38][CH2:39][CH2:40][CH3:41])[CH:37]=1)[O:12][C:13]1[C:14]([NH:25][S:26]([C:29]2[N:30]=[CH:31][N:32]([CH3:34])[CH:33]=2)(=[O:28])=[O:27])=[CH:15][C:16]2[N:20]([CH3:21])[C:19](=[O:22])[N:18]([CH3:23])[C:17]=2[CH:24]=1.C(N(CC)CC)C.[C:49](OC(=O)C)(=[O:51])[CH3:50]. The catalyst is CN(C=O)C.CCOC(C)=O. The product is [CH3:21][N:20]1[C:16]2[CH:15]=[C:14]([NH:25][S:26]([C:29]3[N:30]=[CH:31][N:32]([CH3:34])[CH:33]=3)(=[O:28])=[O:27])[C:13]([O:12][C:11]3[CH:10]=[C:9]([CH:37]=[C:36]([O:38][CH2:39][CH2:40][CH3:41])[CH:35]=3)[O:8][CH2:7][CH2:6][CH2:5][CH2:4][CH2:3][CH2:2][NH:1][C:49](=[O:51])[CH3:50])=[CH:24][C:17]=2[N:18]([CH3:23])[C:19]1=[O:22]. The yield is 0.450. (7) The reactants are [C:1]([N:8]1[CH2:13][CH2:12][C:11](=O)[CH2:10][CH2:9]1)([O:3][C:4]([CH3:7])([CH3:6])[CH3:5])=[O:2].[C:15]([O:19][C:20]([CH3:23])([CH3:22])[CH3:21])(=[O:18])[NH:16][NH2:17]. No catalyst specified. The product is [C:4]([O:3][C:1]([N:8]1[CH2:13][CH2:12][C:11](=[N:17][NH:16][C:15]([O:19][C:20]([CH3:23])([CH3:22])[CH3:21])=[O:18])[CH2:10][CH2:9]1)=[O:2])([CH3:7])([CH3:6])[CH3:5]. The yield is 0.940. (8) The reactants are [CH3:1][O:2][C:3](=[O:29])[CH2:4][NH:5][CH2:6][C:7]1[CH:12]=[CH:11][C:10]([O:13][CH2:14][CH2:15][C:16]2[N:17]=[C:18]([C:22]3[CH:27]=[CH:26][C:25]([CH3:28])=[CH:24][CH:23]=3)[O:19][C:20]=2[CH3:21])=[CH:9][CH:8]=1.[F:30][C:31]1[CH:32]=[C:33]([N:37]([S:39](Cl)(=[O:41])=[O:40])[CH3:38])[CH:34]=[CH:35][CH:36]=1.C(N(CC)CC)C. No catalyst specified. The product is [CH3:1][O:2][C:3](=[O:29])[CH2:4][N:5]([S:39]([N:37]([C:33]1[CH:34]=[CH:35][CH:36]=[C:31]([F:30])[CH:32]=1)[CH3:38])(=[O:40])=[O:41])[CH2:6][C:7]1[CH:8]=[CH:9][C:10]([O:13][CH2:14][CH2:15][C:16]2[N:17]=[C:18]([C:22]3[CH:27]=[CH:26][C:25]([CH3:28])=[CH:24][CH:23]=3)[O:19][C:20]=2[CH3:21])=[CH:11][CH:12]=1. The yield is 0.330. (9) The reactants are [F:1][C:2]1[CH:3]=[C:4]([C:15]2[C:16]3[C:17]4[CH:30]=[CH:29][S:28][C:18]=4[C:19](=O)[NH:20][C:21]=3[CH:22]=[CH:23][C:24]=2[O:25]C)[CH:5]=[CH:6][C:7]=1[CH2:8][N:9]1[CH2:13][CH2:12][CH:11]([OH:14])[CH2:10]1.BrB(Br)Br. No catalyst specified. The product is [F:1][C:2]1[CH:3]=[C:4]([C:15]2[C:16]3[C:17]4[CH:30]=[CH:29][S:28][C:18]=4[CH:19]=[N:20][C:21]=3[CH:22]=[CH:23][C:24]=2[OH:25])[CH:5]=[CH:6][C:7]=1[CH2:8][N:9]1[CH2:13][CH2:12][CH:11]([OH:14])[CH2:10]1. The yield is 0.340. (10) The reactants are [Br:1][C:2]1[CH:7]=[C:6]([N:8]2[CH2:13][CH2:12][O:11][CH2:10][CH2:9]2)[CH:5]=[C:4]([C:14]([F:17])([F:16])[F:15])[C:3]=1[NH2:18].[F:19][C:20]1[CH:25]=[CH:24][C:23]([CH2:26][C:27](Cl)=[O:28])=[CH:22][CH:21]=1.O. The catalyst is C(#N)C. The product is [Br:1][C:2]1[CH:7]=[C:6]([N:8]2[CH2:13][CH2:12][O:11][CH2:10][CH2:9]2)[CH:5]=[C:4]([C:14]([F:15])([F:16])[F:17])[C:3]=1[NH:18][C:27](=[O:28])[CH2:26][C:23]1[CH:24]=[CH:25][C:20]([F:19])=[CH:21][CH:22]=1. The yield is 0.0900.